From a dataset of Merck oncology drug combination screen with 23,052 pairs across 39 cell lines. Regression. Given two drug SMILES strings and cell line genomic features, predict the synergy score measuring deviation from expected non-interaction effect. (1) Drug 1: CN1C(=O)C=CC2(C)C3CCC4(C)C(NC(=O)OCC(F)(F)F)CCC4C3CCC12. Drug 2: CCC1=CC2CN(C1)Cc1c([nH]c3ccccc13)C(C(=O)OC)(c1cc3c(cc1OC)N(C)C1C(O)(C(=O)OC)C(OC(C)=O)C4(CC)C=CCN5CCC31C54)C2. Cell line: NCIH520. Synergy scores: synergy=-2.34. (2) Drug 1: CC(C)CC(NC(=O)C(Cc1ccccc1)NC(=O)c1cnccn1)B(O)O. Drug 2: COC1CC2CCC(C)C(O)(O2)C(=O)C(=O)N2CCCCC2C(=O)OC(C(C)CC2CCC(OP(C)(C)=O)C(OC)C2)CC(=O)C(C)C=C(C)C(O)C(OC)C(=O)C(C)CC(C)C=CC=CC=C1C. Cell line: ZR751. Synergy scores: synergy=-0.306. (3) Drug 1: N.N.O=C(O)C1(C(=O)O)CCC1.[Pt]. Drug 2: Cn1c(=O)n(-c2ccc(C(C)(C)C#N)cc2)c2c3cc(-c4cnc5ccccc5c4)ccc3ncc21. Cell line: UACC62. Synergy scores: synergy=30.8.